This data is from Full USPTO retrosynthesis dataset with 1.9M reactions from patents (1976-2016). The task is: Predict the reactants needed to synthesize the given product. (1) Given the product [CH3:8][C:5]1[CH:6]=[N:7][C:2]([C:9]2[CH:14]=[CH:13][CH:12]=[CH:11][CH:10]=2)=[CH:3][CH:4]=1, predict the reactants needed to synthesize it. The reactants are: Br[C:2]1[N:7]=[CH:6][C:5]([CH3:8])=[CH:4][CH:3]=1.[C:9]1(B(O)O)[CH:14]=[CH:13][CH:12]=[CH:11][CH:10]=1.C1(P(C2C=CC=CC=2)C2C=CC=CC=2)C=CC=CC=1.C([O-])([O-])=O.[K+].[K+]. (2) Given the product [OH:1][C:2]1[CH:3]=[C:4]2[C:9](=[CH:10][CH:11]=1)[NH:8][C:7]([C:12]([N:26]1[CH2:27][CH2:28][CH:23]([O:22][C:19]3[CH:20]=[CH:21][C:16]([CH3:29])=[CH:17][CH:18]=3)[CH2:24][CH2:25]1)=[O:14])=[CH:6][C:5]2=[O:15], predict the reactants needed to synthesize it. The reactants are: [OH:1][C:2]1[CH:3]=[C:4]2[C:9](=[CH:10][CH:11]=1)[NH:8][C:7]([C:12]([OH:14])=O)=[CH:6][C:5]2=[O:15].[C:16]1([CH3:29])[CH:21]=[CH:20][C:19]([O:22][CH:23]2[CH2:28][CH2:27][NH:26][CH2:25][CH2:24]2)=[CH:18][CH:17]=1. (3) Given the product [F:1][C:2]1[CH:3]=[CH:4][C:5]([OH:29])=[C:6]([C:8]([CH3:27])([CH3:28])[CH2:9][C:10]([C:23]([F:24])([F:25])[F:26])([OH:22])[CH2:11][NH:12][C:13]2[CH:21]=[CH:20][CH:19]=[C:18]3[C:14]=2[CH:15]=[N:16][NH:17]3)[CH:7]=1, predict the reactants needed to synthesize it. The reactants are: [F:1][C:2]1[CH:3]=[CH:4][C:5]([O:29]C)=[C:6]([C:8]([CH3:28])([CH3:27])[CH2:9][C:10]([C:23]([F:26])([F:25])[F:24])([OH:22])[CH2:11][NH:12][C:13]2[CH:21]=[CH:20][CH:19]=[C:18]3[C:14]=2[CH:15]=[N:16][NH:17]3)[CH:7]=1.B(Br)(Br)Br.C(Cl)Cl. (4) Given the product [F:1][CH2:2][C@@H:3]1[C@@H:7]([C:8]2[CH:13]=[CH:12][C:11]([I:14])=[CH:10][CH:9]=2)[O:6][C:5]([CH3:16])([CH3:15])[N:4]1[C:20](=[O:21])[CH2:19][C:17]#[N:18], predict the reactants needed to synthesize it. The reactants are: [F:1][CH2:2][C@@H:3]1[C@@H:7]([C:8]2[CH:13]=[CH:12][C:11]([I:14])=[CH:10][CH:9]=2)[O:6][C:5]([CH3:16])([CH3:15])[NH:4]1.[C:17]([CH2:19][C:20](O)=[O:21])#[N:18].F[P-](F)(F)(F)(F)F.N1(OC(N(C)C)=[N+](C)C)C2N=CC=CC=2N=N1.C(N(CC)CC)C. (5) Given the product [F:29][C:26]1[CH:27]=[CH:28][C:23]([CH2:22][N:18]2[C@@H:19]([CH3:21])[CH2:20][N:15]([C:13](=[O:14])[CH2:12][O:1][C:2]3[C:3]([CH:9]=[O:10])=[N:4][C:5]([CH3:8])=[CH:6][CH:7]=3)[C@H:16]([CH3:30])[CH2:17]2)=[CH:24][CH:25]=1, predict the reactants needed to synthesize it. The reactants are: [OH:1][C:2]1[C:3]([CH:9]=[O:10])=[N:4][C:5]([CH3:8])=[CH:6][CH:7]=1.Cl[CH2:12][C:13]([N:15]1[CH2:20][C@H:19]([CH3:21])[N:18]([CH2:22][C:23]2[CH:28]=[CH:27][C:26]([F:29])=[CH:25][CH:24]=2)[CH2:17][C@H:16]1[CH3:30])=[O:14].C(=O)([O-])[O-].[K+].[K+].[I-].[K+].